From a dataset of NCI-60 drug combinations with 297,098 pairs across 59 cell lines. Regression. Given two drug SMILES strings and cell line genomic features, predict the synergy score measuring deviation from expected non-interaction effect. (1) Drug 1: C1=NC2=C(N=C(N=C2N1C3C(C(C(O3)CO)O)F)Cl)N. Drug 2: CC=C1C(=O)NC(C(=O)OC2CC(=O)NC(C(=O)NC(CSSCCC=C2)C(=O)N1)C(C)C)C(C)C. Cell line: SN12C. Synergy scores: CSS=16.0, Synergy_ZIP=-1.61, Synergy_Bliss=2.71, Synergy_Loewe=-13.8, Synergy_HSA=1.03. (2) Drug 1: CC1=C(C=C(C=C1)NC2=NC=CC(=N2)N(C)C3=CC4=NN(C(=C4C=C3)C)C)S(=O)(=O)N.Cl. Drug 2: C1C(C(OC1N2C=NC3=C2NC=NCC3O)CO)O. Cell line: CCRF-CEM. Synergy scores: CSS=5.53, Synergy_ZIP=3.90, Synergy_Bliss=1.55, Synergy_Loewe=2.40, Synergy_HSA=1.98.